This data is from Catalyst prediction with 721,799 reactions and 888 catalyst types from USPTO. The task is: Predict which catalyst facilitates the given reaction. (1) Reactant: O[Li].O.[CH2:4]([N:11]1[C:15]([C:16]([F:19])([F:18])[F:17])=[CH:14][C:13]([C:20]2[CH:25]=[CH:24][C:23]([Cl:26])=[CH:22][CH:21]=2)=[C:12]1[C:27]([N:29]([CH2:31][C:32]([CH3:38])([CH3:37])[C:33]([O:35]C)=[O:34])[CH3:30])=[O:28])[C:5]1[CH:10]=[CH:9][CH:8]=[CH:7][CH:6]=1.OS([O-])(=O)=O.[K+]. Product: [CH2:4]([N:11]1[C:15]([C:16]([F:19])([F:18])[F:17])=[CH:14][C:13]([C:20]2[CH:25]=[CH:24][C:23]([Cl:26])=[CH:22][CH:21]=2)=[C:12]1[C:27]([N:29]([CH2:31][C:32]([CH3:38])([CH3:37])[C:33]([OH:35])=[O:34])[CH3:30])=[O:28])[C:5]1[CH:10]=[CH:9][CH:8]=[CH:7][CH:6]=1. The catalyst class is: 90. (2) Product: [C:4]([O:3][C:1]([NH:8][C@@H:9]([CH2:10][C@H:11]([CH2:34][CH2:33][CH2:32][CH2:31][I:30])[C:12]([O:14][CH3:15])=[O:13])[C:16]([O:18][CH3:19])=[O:17])=[O:2])([CH3:7])([CH3:6])[CH3:5]. The catalyst class is: 7. Reactant: [C:1]([NH:8][C@H:9]([C:16]([O:18][CH3:19])=[O:17])[CH2:10][CH2:11][C:12]([O:14][CH3:15])=[O:13])([O:3][C:4]([CH3:7])([CH3:6])[CH3:5])=[O:2].C[Si]([N-][Si](C)(C)C)(C)C.[Li+].[I:30][CH2:31][CH2:32][CH2:33][CH2:34]I. (3) Reactant: [CH3:1][O:2][C:3](=[O:7])[CH:4]([OH:6])[CH3:5].[H-].[Na+].[CH2:10](Br)[CH:11]=[CH2:12].C(=O)(O)[O-].[Na+]. Product: [CH2:12]([O:6][CH:4]([CH3:5])[C:3]([O:2][CH3:1])=[O:7])[CH:11]=[CH2:10]. The catalyst class is: 30. (4) Reactant: C([O:3][C:4](=[O:18])[C:5]1[CH:10]=[CH:9][C:8]([N:11]2[CH2:16][CH2:15][CH:14]([F:17])[CH2:13][CH2:12]2)=[CH:7][CH:6]=1)C.[OH-].[Na+]. Product: [F:17][CH:14]1[CH2:13][CH2:12][N:11]([C:8]2[CH:9]=[CH:10][C:5]([C:4]([OH:18])=[O:3])=[CH:6][CH:7]=2)[CH2:16][CH2:15]1. The catalyst class is: 8. (5) Reactant: [CH3:1][N:2]1[C@@H:6]([CH3:7])[C@@H:5]([C:8]2[CH:13]=[CH:12][CH:11]=[CH:10][CH:9]=2)OC1=O.O1CCNC1=O. Product: [CH3:7][C@H:6]([NH:2][CH3:1])[CH2:5][C:8]1[CH:13]=[CH:12][CH:11]=[CH:10][CH:9]=1. The catalyst class is: 45. (6) Reactant: [NH2:1][CH2:2][C@H:3]([OH:12])[CH2:4][O:5][C:6]1[CH:11]=[CH:10][CH:9]=[CH:8][CH:7]=1.[I:13][C:14]1[CH:15]=[C:16]2[C:21](=[CH:22][CH:23]=1)[O:20][C@@H:19]([C:24](O)=[O:25])[CH2:18][CH2:17]2.Cl.CN(C)CCCN=C=NCC.ON1C2C=CC=CC=2N=N1.C(N(CC)CC)C. Product: [OH:12][C@H:3]([CH2:4][O:5][C:6]1[CH:11]=[CH:10][CH:9]=[CH:8][CH:7]=1)[CH2:2][NH:1][C:24]([C@H:19]1[CH2:18][CH2:17][C:16]2[C:21](=[CH:22][CH:23]=[C:14]([I:13])[CH:15]=2)[O:20]1)=[O:25]. The catalyst class is: 18.